From a dataset of Full USPTO retrosynthesis dataset with 1.9M reactions from patents (1976-2016). Predict the reactants needed to synthesize the given product. (1) Given the product [NH2:1][C:4]1[N:5]=[CH:6][N:7]2[C:11]([C:12]([F:15])([F:14])[F:13])=[C:10]([C:16]([O:18][CH2:19][CH3:20])=[O:17])[S:9][C:8]=12, predict the reactants needed to synthesize it. The reactants are: [N+:1]([C:4]1[N:5]=[CH:6][N:7]2[C:11]([C:12]([F:15])([F:14])[F:13])=[C:10]([C:16]([O:18][CH2:19][CH3:20])=[O:17])[S:9][C:8]=12)([O-])=O.O.[H][H]. (2) The reactants are: [OH:1][C:2]1[C:19]([NH:20][S:21]([CH3:24])(=[O:23])=[O:22])=[CH:18][C:5]2[CH2:6][CH2:7][N:8]([C:11]([O:13][C:14]([CH3:17])([CH3:16])[CH3:15])=[O:12])[CH2:9][CH2:10][C:4]=2[CH:3]=1.Br[CH2:26][CH2:27]Br.C(=O)([O-])[O-].[K+].[K+]. Given the product [CH3:24][S:21]([N:20]1[C:19]2=[CH:18][C:5]3[CH2:6][CH2:7][N:8]([C:11]([O:13][C:14]([CH3:17])([CH3:16])[CH3:15])=[O:12])[CH2:9][CH2:10][C:4]=3[CH:3]=[C:2]2[O:1][CH2:27][CH2:26]1)(=[O:23])=[O:22], predict the reactants needed to synthesize it.